This data is from Forward reaction prediction with 1.9M reactions from USPTO patents (1976-2016). The task is: Predict the product of the given reaction. (1) The product is: [CH3:11][O:1][C:2]1[CH:3]=[CH:4][C:5]([CH3:8])=[N:6][CH:7]=1. Given the reactants [OH:1][C:2]1[CH:3]=[CH:4][C:5]([CH3:8])=[N:6][CH:7]=1.[H-].[Na+].[CH3:11]I.O, predict the reaction product. (2) Given the reactants [Na:1].[CH3:2][C:3]1[C:4]([CH2:22][S:23]([C:25]2[NH:29][C:28]3[CH:30]=[CH:31][CH:32]=[CH:33][C:27]=3[N:26]=2)=[O:24])=[N:5][CH:6]=[CH:7][C:8]=1[O:9][CH2:10]C1(C)OCC2(OCCO2)CO1.[CH3:34][C:35]1([CH2:45]CO)[O:44][CH2:43][C:38]2([O:42][CH2:41][CH2:40][O:39]2)[CH2:37][O:36]1.N1C2C=[C:54]3[O:60]CC[O:57][C:55]3=CC=2N=C1S, predict the reaction product. The product is: [Na:1].[CH3:2][C:3]1[C:4]([CH2:22][S:23]([C:25]2[NH:29][C:28]3[CH:30]=[C:31]4[O:60][CH2:54][CH2:55][O:57][C:32]4=[CH:33][C:27]=3[N:26]=2)=[O:24])=[N:5][CH:6]=[CH:7][C:8]=1[O:9][CH2:10][CH2:45][C:35]1([CH3:34])[O:36][CH2:37][C:38]2([O:39][CH2:40][CH2:41][O:42]2)[CH2:43][O:44]1. (3) Given the reactants [NH2:1][C:2]1C=CC=CC=1.[CH2:8]([N:10]([CH2:13]C)[CH2:11]C)C.[F:15][P-:16]([F:21])([F:20])([F:19])([F:18])[F:17].CN(C(N(C)C)=[N+:26]1[C:34]2[C:29](=[N:30][CH:31]=[CH:32][CH:33]=2)[N+:28]([O-:35])=[N:27]1)C.[CH2:39](Cl)Cl, predict the reaction product. The product is: [CH3:8][N:10]([C:13]([O:35][N:28]1[N:27]=[N:26][C:34]2[CH:33]=[CH:32][CH:31]=[N:30][C:29]1=2)=[N+:1]([CH3:2])[CH3:39])[CH3:11].[F:15][P-:16]([F:21])([F:20])([F:19])([F:18])[F:17]. (4) Given the reactants Cl[CH2:2][CH2:3][CH2:4]/[C:5](=[N:13]\[S@:14]([C:16]([CH3:19])([CH3:18])[CH3:17])=[O:15])/[C:6]1[CH:11]=[CH:10][C:9]([Cl:12])=[CH:8][CH:7]=1, predict the reaction product. The product is: [CH3:17][C:16]([S@@:14]([N:13]1[CH2:2][CH2:3][CH2:4][C@@H:5]1[C:6]1[CH:11]=[CH:10][C:9]([Cl:12])=[CH:8][CH:7]=1)=[O:15])([CH3:19])[CH3:18]. (5) Given the reactants Br[C:2]1[CH:7]=[CH:6][CH:5]=[CH:4][N:3]=1.[Li]CCCC.[CH:13]1([C:16]#[N:17])[CH2:15][CH2:14]1.[O-]S([O-])(=O)=O.[Na+].[Na+], predict the reaction product. The product is: [CH:4]1([N:3]=[CH:2][C:7]2[CH:14]=[CH:15][CH:13]=[CH:16][N:17]=2)[CH2:5][CH2:6]1. (6) Given the reactants Br[C:2]1[CH:3]=[C:4]2[C:9]([NH:10][CH:11]([CH3:19])[C:12]([CH3:18])([CH3:17])[C:13]([O:15][CH3:16])=[O:14])=[C:8]([C:20](=[O:22])[NH2:21])[CH:7]=[N:6][N:5]2[CH:23]=1.[C:24]1(B(O)O)[CH:29]=[CH:28][CH:27]=[CH:26][CH:25]=1.C(=O)([O-])[O-].[Na+].[Na+].O, predict the reaction product. The product is: [C:20]([C:8]1[CH:7]=[N:6][N:5]2[CH:23]=[C:2]([C:24]3[CH:29]=[CH:28][CH:27]=[CH:26][CH:25]=3)[CH:3]=[C:4]2[C:9]=1[NH:10][CH:11]([CH3:19])[C:12]([CH3:18])([CH3:17])[C:13]([O:15][CH3:16])=[O:14])(=[O:22])[NH2:21]. (7) Given the reactants [NH2:1][C:2]1[N:7]=[C:6]([O:8]S(C(F)(F)F)(=O)=O)[C:5]([N+:16]([O-:18])=[O:17])=[C:4]([C:19]2[O:20][CH:21]=[CH:22][CH:23]=2)[N:3]=1.[CH2:24](O)[CH2:25][CH2:26][CH3:27].C1CCN2C(=NCCC2)CC1, predict the reaction product. The product is: [CH2:24]([O:8][C:6]1[C:5]([N+:16]([O-:18])=[O:17])=[C:4]([C:19]2[O:20][CH:21]=[CH:22][CH:23]=2)[N:3]=[C:2]([NH2:1])[N:7]=1)[CH2:25][CH2:26][CH3:27]. (8) The product is: [F:1][C:2]1[CH:10]=[CH:9][C:8]2[N:7]([C:11]3[CH:12]=[N:13][NH:14][C:15]=3[CH2:16][O:17][CH3:18])[C:6]3[CH:27]=[N:28][NH:29][C:5]=3[C:4]=2[CH:3]=1. Given the reactants [F:1][C:2]1[CH:10]=[CH:9][C:8]2[N:7]([C:11]3[CH:12]=[N:13][N:14](COCC[Si](C)(C)C)[C:15]=3[CH2:16][O:17][CH3:18])[C:6]3[CH:27]=[N:28][N:29](C4CCCCO4)[C:5]=3[C:4]=2[CH:3]=1.Cl, predict the reaction product. (9) The product is: [C:9]([NH:3][CH2:4][CH2:5][NH2:6])(=[O:13])[C:10]([CH3:12])=[CH2:11]. Given the reactants Cl.C[NH:3][CH2:4][CH2:5][NH2:6].[OH-].[Na+].[C:9](Cl)(=[O:13])[C:10]([CH3:12])=[CH2:11], predict the reaction product.